Dataset: Full USPTO retrosynthesis dataset with 1.9M reactions from patents (1976-2016). Task: Predict the reactants needed to synthesize the given product. (1) Given the product [Cl:12][C:9]1[CH:10]=[C:11]2[C:6](=[CH:7][CH:8]=1)[N:5]=[C:4]([C:13]1[CH:18]=[CH:17][CH:16]=[CH:15][C:14]=1[F:19])[C:3]([CH3:20])=[C:2]2[NH:29][C:28]1[CH:30]=[C:31]([N:34]2[CH2:39][CH2:38][O:37][CH2:36][CH2:35]2)[CH:32]=[CH:33][C:27]=1[N:24]1[CH2:23][CH2:22][O:21][CH2:26][CH2:25]1, predict the reactants needed to synthesize it. The reactants are: Cl[C:2]1[C:11]2[C:6](=[CH:7][CH:8]=[C:9]([Cl:12])[CH:10]=2)[N:5]=[C:4]([C:13]2[CH:18]=[CH:17][CH:16]=[CH:15][C:14]=2[F:19])[C:3]=1[CH3:20].[O:21]1[CH2:26][CH2:25][N:24]([C:27]2[CH:33]=[CH:32][C:31]([N:34]3[CH2:39][CH2:38][O:37][CH2:36][CH2:35]3)=[CH:30][C:28]=2[NH2:29])[CH2:23][CH2:22]1.Cl.O1CCOCC1. (2) Given the product [C:29]([N:24]1[CH2:25][CH2:26][CH2:27][CH:22]([N:9]2[C:10]([OH:21])=[C:11]([C:14]([NH:16][CH2:17][C:18]([OH:20])=[O:19])=[O:15])[C:12](=[O:13])[N:7]([CH:1]3[CH2:6][CH2:5][CH2:4][CH2:3][CH2:2]3)[C:8]2=[O:28])[CH2:23]1)(=[O:31])[CH3:30], predict the reactants needed to synthesize it. The reactants are: [CH:1]1([N:7]2[C:12](=[O:13])[C:11]([C:14]([NH:16][CH2:17][C:18]([OH:20])=[O:19])=[O:15])=[C:10]([OH:21])[N:9]([CH:22]3[CH2:27][CH2:26][CH2:25][NH:24][CH2:23]3)[C:8]2=[O:28])[CH2:6][CH2:5][CH2:4][CH2:3][CH2:2]1.[C:29](O)(=[O:31])[CH3:30]. (3) The reactants are: [CH3:1][O:2][C:3]1[C:4]([C:9]([O-:11])=O)=[N:5][CH:6]=[CH:7][CH:8]=1.[Na+].C(Cl)(=O)C([Cl:16])=O. Given the product [CH3:1][O:2][C:3]1[C:4]([C:9]([Cl:16])=[O:11])=[N:5][CH:6]=[CH:7][CH:8]=1, predict the reactants needed to synthesize it. (4) The reactants are: [N:1]1[C:14]2[C:5](=[CH:6][CH:7]=[C:8]3[C:13]=2[N:12]=[CH:11][CH:10]=[CH:9]3)[CH:4]=[CH:3][CH:2]=1.[CH3:15][I:16]. Given the product [I-:16].[CH3:15][N+:1]1[C:14]2[C:5](=[CH:6][CH:7]=[C:8]3[C:13]=2[N:12]=[CH:11][CH:10]=[CH:9]3)[CH:4]=[CH:3][CH:2]=1, predict the reactants needed to synthesize it. (5) The reactants are: Br[C:2]1[S:22][C:5]2=[N:6][C:7]([CH3:21])=[CH:8][C:9]([NH:10][S:11]([C:14]3[CH:19]=[CH:18][CH:17]=[C:16]([Cl:20])[CH:15]=3)(=[O:13])=[O:12])=[C:4]2[C:3]=1[C:23]1[CH:28]=[CH:27][CH:26]=[C:25]([O:29][CH3:30])[CH:24]=1.[CH3:31][N:32]1C=CN=C1. Given the product [Cl:20][C:16]1[CH:15]=[C:14]([S:11]([NH:10][C:9]2[CH:8]=[C:7]([CH3:21])[N:6]=[C:5]3[S:22][C:2]([C:31]#[N:32])=[C:3]([C:23]4[CH:28]=[CH:27][CH:26]=[C:25]([O:29][CH3:30])[CH:24]=4)[C:4]=23)(=[O:13])=[O:12])[CH:19]=[CH:18][CH:17]=1, predict the reactants needed to synthesize it. (6) Given the product [C:38]([O:42][C:43](=[O:53])[NH:44][CH2:45][CH2:46][CH:47]1[CH2:48][CH2:49][N:50]([C:11](=[O:13])/[CH:10]=[CH:9]/[C:4]2[CH:5]=[C:6]([Cl:8])[CH:7]=[C:2]([Cl:1])[CH:3]=2)[CH2:51][CH2:52]1)([CH3:41])([CH3:39])[CH3:40], predict the reactants needed to synthesize it. The reactants are: [Cl:1][C:2]1[CH:3]=[C:4](/[CH:9]=[CH:10]/[C:11]([OH:13])=O)[CH:5]=[C:6]([Cl:8])[CH:7]=1.CN(C(ON1N=NC2C=CC=NC1=2)=[N+](C)C)C.F[P-](F)(F)(F)(F)F.[C:38]([O:42][C:43](=[O:53])[NH:44][CH2:45][CH2:46][CH:47]1[CH2:52][CH2:51][NH:50][CH2:49][CH2:48]1)([CH3:41])([CH3:40])[CH3:39].CCN(C(C)C)C(C)C. (7) Given the product [Br:1][C:2]1[CH:13]=[CH:12][C:5]([O:6][CH2:7][CH2:8][N:9]([CH3:11])[CH3:10])=[C:4]([CH:3]=1)[NH2:14], predict the reactants needed to synthesize it. The reactants are: [Br:1][C:2]1[CH:13]=[CH:12][C:5]([O:6][CH2:7][CH2:8][N:9]([CH3:11])[CH3:10])=[C:4]([N+:14]([O-])=O)[CH:3]=1.[Cl-].[NH4+].